The task is: Predict the reactants needed to synthesize the given product.. This data is from Full USPTO retrosynthesis dataset with 1.9M reactions from patents (1976-2016). Given the product [CH3:21][CH2:20][NH:19][C:17]([C@H:15]1[O:16][C@@H:12]([N:6]2[C:7]3[N:8]=[C:9]([C:26]#[C:25][CH2:24][CH:27]4[CH2:32][CH2:31][CH:30]([C:33]([O:35][CH3:36])=[O:34])[CH2:29][CH2:28]4)[N:10]=[C:2]([NH2:1])[C:3]=3[N:4]=[CH:5]2)[C@H:13]([OH:23])[C@@H:14]1[OH:22])=[O:18], predict the reactants needed to synthesize it. The reactants are: [NH2:1][C:2]1[N:10]=[C:9](I)[N:8]=[C:7]2[C:3]=1[N:4]=[CH:5][N:6]2[C@@H:12]1[O:16][C@H:15]([C:17]([NH:19][CH2:20][CH3:21])=[O:18])[C@@H:14]([OH:22])[C@H:13]1[OH:23].[CH2:24]([CH:27]1[CH2:32][CH2:31][CH:30]([C:33]([O:35][CH3:36])=[O:34])[CH2:29][CH2:28]1)[C:25]#[CH:26].